From a dataset of KCNQ2 potassium channel screen with 302,405 compounds. Binary Classification. Given a drug SMILES string, predict its activity (active/inactive) in a high-throughput screening assay against a specified biological target. (1) The molecule is O1CCN(c2cc(N3CCOCC3)ccc2NC(=O)Cc2ccccc2)CC1. The result is 1 (active). (2) The drug is Fc1ccc(NC2CCCN(C2)C(=O)CCn2c(ncc2)CC)cc1. The result is 0 (inactive). (3) The drug is S1C(Cc2ccc(SC(F)F)cc2)C(=O)N=C1N\N=C\c1cc2c(nccc2)cc1. The result is 0 (inactive). (4) The molecule is o1c2n[nH]c(c2c(c(CC)c1=O)C)C. The result is 0 (inactive). (5) The result is 0 (inactive). The molecule is O=C(NCCc1ccccc1)c1nc(c2c3c(c(cc2)C)cccc3)ccc1. (6) The compound is S(=O)(=O)(N1CCN(CC1)C)c1ccc(NC(=S)NC(=O)c2ccccc2)cc1. The result is 0 (inactive). (7) The drug is o1c(CN(Cc2n(nnn2)C2CCCCC2)Cc2cc3c([nH]c2=O)cc(OC)cc3)ccc1. The result is 0 (inactive). (8) The molecule is O1C(CCC1)C(NC(=O)C(Oc1c(c(ccc1)C)C)C)C. The result is 0 (inactive). (9) The molecule is Clc1cc(C(=O)/C=C\c2c(OC)cc(OC)cc2)c(O)cc1. The result is 0 (inactive).